From a dataset of Peptide-MHC class I binding affinity with 185,985 pairs from IEDB/IMGT. Regression. Given a peptide amino acid sequence and an MHC pseudo amino acid sequence, predict their binding affinity value. This is MHC class I binding data. (1) The peptide sequence is HVPTRGTAM. The MHC is HLA-A24:03 with pseudo-sequence HLA-A24:03. The binding affinity (normalized) is 0.135. (2) The MHC is HLA-A03:01 with pseudo-sequence HLA-A03:01. The binding affinity (normalized) is 0.140. The peptide sequence is HVEECSCYPR.